Dataset: Catalyst prediction with 721,799 reactions and 888 catalyst types from USPTO. Task: Predict which catalyst facilitates the given reaction. (1) Reactant: C(OC([N:8]1[CH2:12][CH2:11][C@H:10]([N:13]([C:20]2[CH:25]=[CH:24][C:23]([Cl:26])=[C:22]([Cl:27])[CH:21]=2)[C:14]2[CH:19]=[CH:18][CH:17]=[CH:16][CH:15]=2)[CH2:9]1)=O)(C)(C)C. Product: [ClH:26].[ClH:26].[Cl:27][C:22]1[CH:21]=[C:20]([N:13]([C:14]2[CH:15]=[CH:16][CH:17]=[CH:18][CH:19]=2)[C@H:10]2[CH2:11][CH2:12][NH:8][CH2:9]2)[CH:25]=[CH:24][C:23]=1[Cl:26]. The catalyst class is: 502. (2) Reactant: [C:1]([NH:20][C@H:21]([C@H:27]([OH:43])[CH2:28][CH2:29][CH2:30][CH2:31][CH2:32][CH2:33][CH2:34][CH2:35][CH2:36][CH2:37][CH2:38][CH2:39][CH2:40][CH2:41][CH3:42])[C:22](OCC)=[O:23])(=[O:19])[CH2:2][CH2:3][CH2:4][CH2:5][CH2:6][CH2:7][CH2:8][CH2:9][CH2:10][CH2:11][CH2:12][CH2:13][CH2:14][CH2:15][CH2:16][CH2:17][CH3:18].[BH4-].[Na+].[Cl-].[Ca+2].[Cl-].Cl. Product: [C:1]([NH:20][C@H:21]([C@H:27]([OH:43])[CH2:28][CH2:29][CH2:30][CH2:31][CH2:32][CH2:33][CH2:34][CH2:35][CH2:36][CH2:37][CH2:38][CH2:39][CH2:40][CH2:41][CH3:42])[CH2:22][OH:23])(=[O:19])[CH2:2][CH2:3][CH2:4][CH2:5][CH2:6][CH2:7][CH2:8][CH2:9][CH2:10][CH2:11][CH2:12][CH2:13][CH2:14][CH2:15][CH2:16][CH2:17][CH3:18]. The catalyst class is: 90. (3) Reactant: [O:1]=[S:2]1(=[O:28])[CH2:7][CH2:6][CH:5]([C:8]2[C:16]3[C:11](=[C:12]([C:25]([NH2:27])=[O:26])[CH:13]=[C:14]([C:17]4[CH:22]=[CH:21][CH:20]=[C:19]([CH:23]=O)[CH:18]=4)[CH:15]=3)[NH:10][CH:9]=2)[CH2:4][CH2:3]1.Cl.CN.C(O)(=O)C.[C:36]([BH3-])#[N:37].[Na+]. Product: [O:28]=[S:2]1(=[O:1])[CH2:3][CH2:4][CH:5]([C:8]2[C:16]3[C:11](=[C:12]([C:25]([NH2:27])=[O:26])[CH:13]=[C:14]([C:17]4[CH:22]=[CH:21][CH:20]=[C:19]([CH2:23][NH:37][CH3:36])[CH:18]=4)[CH:15]=3)[NH:10][CH:9]=2)[CH2:6][CH2:7]1. The catalyst class is: 816.